From a dataset of Drug-target binding data from BindingDB using Ki measurements. Regression. Given a target protein amino acid sequence and a drug SMILES string, predict the binding affinity score between them. We predict pKi (pKi = -log10(Ki in M); higher means stronger inhibition). Dataset: bindingdb_ki. (1) The drug is CCCCC[C@H](O)/C=C/[C@H]1[C@H](O)CC(=O)[C@@H]1CSCCSCC(=O)O. The target protein sequence is MDNFLNDSKLMEDCKSRQWLLSGESPAISSVMFSAGVLGNLIALALLARRWRGDTGCSAGSRTSISLFHVLVTELVLTDLLGTCLISPVVLASYSRNQTLVALAPESHACTYFAFTMTFFSLATMLMLFAMALERYLSIGYPYFYRRHLSRRGGLAVLPVIYGASLLFCSLPLLNYGEYVQYCPGTWCFIRHGRTAYLQLYATMLLLLIVAVLACNISVILNLIRMHRRSRRSRCGLSGSSLRGPGSRRRGERTSMAEETDHLILLAIMTITFAICSLPFTIFAYMDETSSLKEKWDLRALRFLSVNSIIDPWVFAILRPPVLRLMRSVLCCRTSLRTQEAQQTSCSTQSSASKQTDLCGQL. The pKi is 6.0. (2) The small molecule is CN1CCC[C@H]1COc1cccc(F)c1F. The target protein (Q9JLB5) has sequence MGTRSHYLDLGFLLLLFLPAECLGAEGRLAHKLFRDLFANYTSALRPVADTDQTLNVTLEVTLSQIIDMDERNQVLTLYLWIRQEWTDAYLHWDPKAYGDLDAIRIPSRLVWRPDIVLYNKADTQPPASASTNVVVRHDGAVRWDAPAITRSSCRVDVSAFPFDAQRCGLTFGSWTHGGHQLDVRPRGTSASLADFVENVEWRVLGMPARRRVLTYGCCSEPYPDVTFTLLLRRRAAAYVCNLLLPCVFISLLAPLAFHLPADSGEKVSLGVTVLLALTVFQLILAESMPPAESVPLIGKYYMATMTMVTFSTALTILIMNLHYCGPNAHPVPAWARVLLLGHLAKGLCVRERGEPCGQSKPLESAPSLQPPPASPAGPCHEPRCLCHQEALLHHIASIASTFRSHRAAQRRHEDWKRLARVMDRFFLGIFFCMALVMSLIVLVQAL. The pKi is 7.2. (3) The drug is CN(C(=O)Cc1ccccc1)[C@H]1CC[C@@]2(CCCO2)C[C@@H]1N1CCCC1. The target protein sequence is MDSPIQIFRGEPGPTCAPSACLPPNSSAWFPGWAEPDSNGSAGSEDAQLEPAHISPAIPVIITAVASVVFVVGLVGNSLVMFVIIRYTKMKTATNIYIFNLALADALVTTTMPFQSTVYLMNSWPFGDVLCKIVISIDYYNMFTSIFTLTMMSVDRYIAVCHPVKALDFRTPLKAKIINICIWLLSSSVGISAIVLGGTKVREDVDVIECSLQFPDDDYSWWDLFMKICVFIFAFVIPVLIIIVCYTLMILRLKSVRLLSGSREKDRNLRRITRLVLVVVAVFVVCWTPIHIFILVEALGSTSHSTAALSSYYFCIALGYTNSSLNPILYAFLDENFKRCFRDFCFPLKMRMERQSTSRVRNTVQDPAYLRDIDGMNKPV. The pKi is 6.5. (4) The compound is CC(C)[C@H](NC(=O)COc1ccccc1/N=N/c1ccccc1OCC(=O)N[C@H](C(=O)O)C(C)C)C(=O)O. The target protein (Q14703) has sequence MKLVNIWLLLLVVLLCGKKHLGDRLEKKSFEKAPCPGCSHLTLKVEFSSTVVEYEYIVAFNGYFTAKARNSFISSALKSSEVDNWRIIPRNNPSSDYPSDFEVIQIKEKQKAGLLTLEDHPNIKRVTPQRKVFRSLKYAESDPTVPCNETRWSQKWQSSRPLRRASLSLGSGFWHATGRHSSRRLLRAIPRQVAQTLQADVLWQMGYTGANVRVAVFDTGLSEKHPHFKNVKERTNWTNERTLDDGLGHGTFVAGVIASMRECQGFAPDAELHIFRVFTNNQVSYTSWFLDAFNYAILKKIDVLNLSIGGPDFMDHPFVDKVWELTANNVIMVSAIGNDGPLYGTLNNPADQMDVIGVGGIDFEDNIARFSSRGMTTWELPGGYGRMKPDIVTYGAGVRGSGVKGGCRALSGTSVASPVVAGAVTLLVSTVQKRELVNPASMKQALIASARRLPGVNMFEQGHGKLDLLRAYQILNSYKPQASLSPSYIDLTECPYMWPY.... The pKi is 4.1. (5) The drug is CC(C)C[C@H](NC(=O)CC[C@H](N)C(=O)O)C(=O)N[C@@H](CCCCNCCCCN)C(=O)O. The target protein (P90518) has sequence MSSLPHNHHYETHHRGTAEVPFDELIGVTPDGVPVISNGNEAHFSNLESITAACLPLSSFERKAPCKQPYRKMGVKWQCVEFVRRYLASRKAVWMTSLCTAEEVWREENLFVDVRDGRPVEVVRTPNKSTGPAPAVADIVVWGEGPETPFGHVAIVTEVCASCVRVAEQNQGFEKWPEDVPFSREIAMRTTESGEVELLDEDPLLGWVTVQAPFYNFDDGDLADSFRLVVGQGQILRQPFPKHVDVPWLNTGEECDTILKHSLVVDGNMGEGAHAEEGDVPGAFYFLDYDMFCRLGRAASSLHRIAMAATAKVLEDPESTHLLEHYFGVPPEIQPLLRRSWEMTPPMGGRFDFGYDGKNVVMLEYNCDSSGALLECCNTQEKMARFYGVSQGTSTGSFLGAKCVTYFQRLLTNEKVCPQHRLIHFMIDEDDEERYTARCMMGFAEQAGFRTKLCVKLVNFRYRDGPPSNAAPLATPCDHPTIVDGEDEEVLMVWKTWSWD.... The pKi is 4.5. (6) The small molecule is CC[C@H](C)CN(C[C@@H](O)[C@H](Cc1ccccc1)NC(=O)O[C@H]1CO[C@H]2OCC[C@@H]12)S(=O)(=O)c1ccc2c(c1)OCO2. The target protein sequence is PQITLWKRPIVTVKIGGQLREALLDTGADDTVLEDINLPGKWKPKMIVGIGGFVKVKQYEQVPIEICGKKAIGTVLVGPTPANIIGRNMLTQIGCTLNF. The pKi is 9.9. (7) The drug is NC1CCc2cc(O)c(O)cc2C1. The target protein (P18901) has sequence MAPNTSTMDEAGLPAERDFSFRILTACFLSLLILSTLLGNTLVCAAVIRFRHLRSKVTNFFVISLAVSDLLVAVLVMPWKAVAEIAGFWPLGPFCNIWVAFDIMCSTASILNLCVISVDRYWAISSPFQYERKMTPKAAFILISVAWTLSVLISFIPVQLSWHKAKPTWPLDGNFTSLEDTEDDNCDTRLSRTYAISSSLISFYIPVAIMIVTYTSIYRIAQKQIRRISALERAAVHAKNCQTTAGNGNPVECAQSESSFKMSFKRETKVLKTLSVIMGVFVCCWLPFFISNCMVPFCGSEETQPFCIDSITFDVFVWFGWANSSLNPIIYAFNADFQKAFSTLLGCYRLCPTTNNAIETVSINNNGAVVFSSHHEPRGSISKDCNLVYLIPHAVGSSEDLKKEEAGGIAKPLEKLSPALSVILDYDTDVSLEKIQPVTHSGQHST. The pKi is 5.3. (8) The target protein (P19156) has sequence MGKAENYELYQVELGPGPSGDMAAKMSKKKAGRGGGKRKEKLENMKKEMEINDHQLSVAELEQKYQTSATKGLSASLAAELLLRDGPNALRPPRGTPEYVKFARQLAGGLQCLMWVAAAICLIAFAIQASEGDLTTDDNLYLALALIAVVVVTGCFGYYQEFKSTNIIASFKNLVPQQATVIRDGDKFQINADQLVVGDLVEMKGGDRVPADIRILQAQGRKVDNSSLTGESEPQTRSPECTHESPLETRNIAFFSTMCLEGTAQGLVVNTGDRTIIGRIASLASGVENEKTPIAIEIEHFVDIIAGLAILFGATFFIVAMCIGYTFLRAMVFFMAIVVAYVPEGLLATVTVCLSLTAKRLASKNCVVKNLEAVETLGSTSVICSDKTGTLTQNRMTVSHLWFDNHIHSADTTEDQSGQTFDQSSETWRALCRVLTLCNRAAFKSGQDAVPVPKRIVIGDASETALLKFSELTLGNAMGYRERFPKVCEIPFNSTNKFQL.... The pKi is 6.1. The small molecule is CCCc1nc(-c2cc(N)ccn2)c(-c2ccccc2C)s1. (9) The small molecule is CS(=O)(=O)NC(=O)c1nc2ccccc2n(C2CCN(C3CCCCCCC3)CC2)c1=O. The target protein (Q5TC84) has sequence MGNLLGGVSFREPTTVEDCDSTWQTDSEPEPEEPGPGGGSEGPGQESEQPAQPPEQAGGRPGASPAPDEDAEAAGAEQGGDSTEATAKPKRSFYAARDLYKYRHQYPNFKDIRYQNDLSNLRFYKNKIPFKPDGVYIEEVLSKWKGDYEKLEHNHTYIQWLFPLREQGLNFYAKELTTYEIEEFKKTKEAIRRFLLAYKMMLEFFGIKLTDKTGNVARAVNWQERFQHLNESQHNYLRITRILKSLGELGYESFKSPLVKFILHEALVENTIPNIKQSALEYFVYTIRDRRERRKLLRFAQKHYTPSENFIWGPPRKEQSEGSKAQKMSSPLASSHNSQTSMHKKAKDSKNSSSAVHLNSKTAEDKKVAPKEPVEETDRPSPEPSNEAAKPRNTEKDSNAENMNSQPEKTVTTPTEKKESVSPENNEEGGNDNQDNENPGNTNCHDVVLVQ. The pKi is 6.4. (10) The drug is COC(=O)[C@H]1C(c2ccc(Cl)c(Cl)c2)CC2CCC1N2C/C=C/I. The target is MLLARMKPQVQPELGGADQ. The pKi is 6.3.